Dataset: Peptide-MHC class I binding affinity with 185,985 pairs from IEDB/IMGT. Task: Regression. Given a peptide amino acid sequence and an MHC pseudo amino acid sequence, predict their binding affinity value. This is MHC class I binding data. (1) The peptide sequence is RRYDKLMSF. The MHC is HLA-B58:01 with pseudo-sequence HLA-B58:01. The binding affinity (normalized) is 0.0847. (2) The peptide sequence is SLRTRAIQTA. The MHC is HLA-B08:01 with pseudo-sequence HLA-B08:01. The binding affinity (normalized) is 0.222. (3) The peptide sequence is FCNLSDAHK. The MHC is HLA-A11:01 with pseudo-sequence HLA-A11:01. The binding affinity (normalized) is 0. (4) The peptide sequence is ILLLCLIFL. The MHC is HLA-A03:01 with pseudo-sequence HLA-A03:01. The binding affinity (normalized) is 0.405. (5) The peptide sequence is NGLAGNDVL. The MHC is H-2-Kb with pseudo-sequence H-2-Kb. The binding affinity (normalized) is 0.